Task: Regression. Given two drug SMILES strings and cell line genomic features, predict the synergy score measuring deviation from expected non-interaction effect.. Dataset: NCI-60 drug combinations with 297,098 pairs across 59 cell lines (1) Drug 1: CC1=C2C(C(=O)C3(C(CC4C(C3C(C(C2(C)C)(CC1OC(=O)C(C(C5=CC=CC=C5)NC(=O)C6=CC=CC=C6)O)O)OC(=O)C7=CC=CC=C7)(CO4)OC(=O)C)O)C)OC(=O)C. Drug 2: CC12CCC3C(C1CCC2O)C(CC4=C3C=CC(=C4)O)CCCCCCCCCS(=O)CCCC(C(F)(F)F)(F)F. Cell line: SN12C. Synergy scores: CSS=0.317, Synergy_ZIP=0.712, Synergy_Bliss=-1.29, Synergy_Loewe=0.576, Synergy_HSA=-2.57. (2) Drug 2: C1CC(=O)NC(=O)C1N2CC3=C(C2=O)C=CC=C3N. Cell line: HCT116. Synergy scores: CSS=2.84, Synergy_ZIP=-4.66, Synergy_Bliss=-6.49, Synergy_Loewe=-5.14, Synergy_HSA=-5.09. Drug 1: CNC(=O)C1=CC=CC=C1SC2=CC3=C(C=C2)C(=NN3)C=CC4=CC=CC=N4. (3) Cell line: SN12C. Synergy scores: CSS=43.5, Synergy_ZIP=3.93, Synergy_Bliss=3.37, Synergy_Loewe=-20.2, Synergy_HSA=4.38. Drug 1: C1=NC2=C(N=C(N=C2N1C3C(C(C(O3)CO)O)F)Cl)N. Drug 2: C1C(C(OC1N2C=NC3=C2NC=NCC3O)CO)O. (4) Drug 1: CC1=C(C=C(C=C1)C(=O)NC2=CC(=CC(=C2)C(F)(F)F)N3C=C(N=C3)C)NC4=NC=CC(=N4)C5=CN=CC=C5. Drug 2: CC1=C(N=C(N=C1N)C(CC(=O)N)NCC(C(=O)N)N)C(=O)NC(C(C2=CN=CN2)OC3C(C(C(C(O3)CO)O)O)OC4C(C(C(C(O4)CO)O)OC(=O)N)O)C(=O)NC(C)C(C(C)C(=O)NC(C(C)O)C(=O)NCCC5=NC(=CS5)C6=NC(=CS6)C(=O)NCCC[S+](C)C)O. Cell line: HOP-62. Synergy scores: CSS=55.3, Synergy_ZIP=-3.10, Synergy_Bliss=-4.01, Synergy_Loewe=-14.5, Synergy_HSA=1.78. (5) Drug 1: COC1=CC(=CC(=C1O)OC)C2C3C(COC3=O)C(C4=CC5=C(C=C24)OCO5)OC6C(C(C7C(O6)COC(O7)C8=CC=CS8)O)O. Drug 2: CCC1=C2CN3C(=CC4=C(C3=O)COC(=O)C4(CC)O)C2=NC5=C1C=C(C=C5)O. Cell line: OVCAR3. Synergy scores: CSS=46.4, Synergy_ZIP=1.05, Synergy_Bliss=0.788, Synergy_Loewe=-0.377, Synergy_HSA=5.72. (6) Drug 1: COC1=C(C=C2C(=C1)N=CN=C2NC3=CC(=C(C=C3)F)Cl)OCCCN4CCOCC4. Drug 2: CCC1(CC2CC(C3=C(CCN(C2)C1)C4=CC=CC=C4N3)(C5=C(C=C6C(=C5)C78CCN9C7C(C=CC9)(C(C(C8N6C=O)(C(=O)OC)O)OC(=O)C)CC)OC)C(=O)OC)O.OS(=O)(=O)O. Cell line: SK-MEL-28. Synergy scores: CSS=40.8, Synergy_ZIP=2.39, Synergy_Bliss=7.08, Synergy_Loewe=-1.54, Synergy_HSA=9.73. (7) Drug 1: CC1C(C(CC(O1)OC2CC(CC3=C2C(=C4C(=C3O)C(=O)C5=C(C4=O)C(=CC=C5)OC)O)(C(=O)CO)O)N)O.Cl. Drug 2: C1=CC(=CC=C1CCC2=CNC3=C2C(=O)NC(=N3)N)C(=O)NC(CCC(=O)O)C(=O)O. Cell line: CAKI-1. Synergy scores: CSS=12.6, Synergy_ZIP=-3.49, Synergy_Bliss=2.23, Synergy_Loewe=2.00, Synergy_HSA=1.53. (8) Cell line: SK-OV-3. Synergy scores: CSS=40.1, Synergy_ZIP=-9.54, Synergy_Bliss=-1.80, Synergy_Loewe=-0.0900, Synergy_HSA=1.30. Drug 1: C1=NC2=C(N1)C(=S)N=C(N2)N. Drug 2: COCCOC1=C(C=C2C(=C1)C(=NC=N2)NC3=CC=CC(=C3)C#C)OCCOC.Cl.